This data is from Experimentally validated miRNA-target interactions with 360,000+ pairs, plus equal number of negative samples. The task is: Binary Classification. Given a miRNA mature sequence and a target amino acid sequence, predict their likelihood of interaction. (1) The miRNA is hsa-miR-5698 with sequence UGGGGGAGUGCAGUGAUUGUGG. The protein sequence of the target gene is MTVKPAKAASLARNLAKRRRTYLGGAAGRSQEPEVPCAAVLPGKPGDRNCPEFPPPDRTLGCWATDAAPAAGLCGAGSEPSIAPTSCAGNLPSRPPPLLSPLLASRNPCPWHYLHLSGSHNTLAPTCFKAKLHRKRGSQPPDMASALTDRTSRAPSTYTYTSRPRALPCQRSRYRDSLTQPDEEPMHYGNIMYDRRVIRGNTYALQTGPLLGRPDSLELQRQREARKRALARKQAQEQLRPQTPEPVEGRKHVDVQTELYLEEIADRIIEVDMECQTDAFLDRPPTPLFIPAKTGKDVAT.... Result: 1 (interaction). (2) The miRNA is hsa-miR-193b-3p with sequence AACUGGCCCUCAAAGUCCCGCU. The protein sequence of the target gene is MEEVIWEQYTVTLQKDSKRGFGIAVSGGRDNPHFENGETSIVISDVLPGGPADGLLQENDRVVMVNGTPMEDVLHSFAVQQLRKSGKIAAIVVKRPRKVQVAPLQGSPPLSHDDRGFEVIEEFDGRSFRSGYSERSRHSSHDMLSHSWEGNRERGRPHQRTQSRERERSRGRSLERGLDQEDYGRSRERSRGRSLERGLDRDFVSRDHSRGRSIDRDYDRDYERSYHEAYEPDYGGGYSPSYDRRAHPETRYERSRSREHLRSRSPSPESRSRHEHKGQHDPDRPIGVLLTKSKANEEYG.... Result: 0 (no interaction). (3) The miRNA is hsa-miR-7-1-3p with sequence CAACAAAUCACAGUCUGCCAUA. The protein sequence of the target gene is MCCEKWNHVAEMLLFIEDREEEYKILCLCSRAFVEDRKLYNLGLKGYYVKSSGNNAGDQGTEEEEDGHSNGTAESHSPNESDLDSEAKLMRSMGLPIQFGRMSSHENFEMSMNARNKAKVKQKRRKHQKRYLDEMVRESWRNDYEEDDLVVSDDPSSVEHCENNRTCEIQSKAGSEVENLPVENTLAPKLEVPENWEKYWNEYGEGLLWQSWQEKYPDQTLSSEPWNLPDTKEEWEQHYSQLYWYYLEQFQYWEAQGWTFTASQNCDKDVYTSHTEVDQNAESSLKADVMTFSSSPNIVE.... Result: 0 (no interaction). (4) The miRNA is hsa-miR-5193 with sequence UCCUCCUCUACCUCAUCCCAGU. The protein sequence of the target gene is MVSWDKAHLGPKYVGLWDFKARTDEELSFQAGDLLHVTKKEELWWWATLLDAEGKALAEGYVPHNYLAEKETVESEPWFFGCISRSEAMHRLQAEDNSKGAFLIRVSQKPGADYVLSVRDAQAVRHYRIWKNNEGRLHLNEAVSFSNLSELVDYHKTQSLSHGLQLSMPCWKHKTEPLPHWDDWERPREEFTLCKKLGAGYFGEVFEALWKGQVHVAVKVISRDNLLHQHTFQAEIQAMKKLRHKHILSLYAVATAGDPVYIITELMPKGNLLQLLRDSDEKALPILELVDFASQVAEGM.... Result: 0 (no interaction). (5) The miRNA is hsa-miR-4520-2-3p with sequence UUUGGACAGAAAACACGCAGGU. The protein sequence of the target gene is MSRQLNIKSSGDKGNFSVHSAVVPRKAVGSLASYCAAGRGAGAGFGSRSLYSLGGNRRISFNVAGGGVRAGGYGFRPGSGYGGGRASGFAGSMFGSVALGPACLSVCPPGGIHQVTVNKSLLAPLNVELDPEIQKVRAQEREQIKVLNDKFASFIDKVRFLEQQNQVLETKWELLQQLDLNNCKKNLEPILEGYISNLRKQLETLSGDRVRLDSELRSMRDLVEDYKKRYEVEINRRTTAENEFVVLKKDADAAYAVKVELQAKVDSLDKEIKFLKCLYDAEIAQIQTHASETSVILSMD.... Result: 0 (no interaction). (6) The miRNA is hsa-miR-93-5p with sequence CAAAGUGCUGUUCGUGCAGGUAG. The protein sequence of the target gene is MSVRYSSSKHYSSSRSGGGGGGGGCGGGGGVSSLRISSSKGSLGGGFSSGGFSGGSFSRGSSGGGCFGGSSGGYGGLGGFGGGSFRGSYGSSSFGGSYGGIFGGGSFGGGSFGGGSFGGGGFGGGGFGGGFGGGFGGDGGLLSGNEKVTMQNLNDRLASYLDKVRALEESNYELEGKIKEWYEKHGNSHQGEPRDYSKYYKTIDDLKNQILNLTTDNANILLQIDNARLAADDFRLKYENEVALRQSVEADINGLRRVLDELTLTKADLEMQIESLTEELAYLKKNHEEEMKDLRNVSTG.... Result: 1 (interaction).